This data is from Forward reaction prediction with 1.9M reactions from USPTO patents (1976-2016). The task is: Predict the product of the given reaction. Given the reactants [CH:1]#[C:2][CH2:3][CH2:4][CH2:5][CH2:6][CH2:7][CH2:8][CH2:9][CH3:10].[N:11]([C:14]1[CH:39]=[CH:38][C:17]2[C:18](=[O:37])[N:19]([CH2:21][C:22]([N:24]3[CH2:29][CH2:28][N:27]([C:30]([O:32][C:33]([CH3:36])([CH3:35])[CH3:34])=[O:31])[CH2:26][CH2:25]3)=[O:23])[S:20][C:16]=2[CH:15]=1)=[N+:12]=[N-:13].O=C1O[C@H]([C@H](CO)O)C([O-])=C1O.[Na+], predict the reaction product. The product is: [CH2:8]([C:9]1[N:13]=[N:12][N:11]([C:14]2[CH:39]=[CH:38][C:17]3[C:18](=[O:37])[N:19]([CH2:21][C:22]([N:24]4[CH2:29][CH2:28][N:27]([C:30]([O:32][C:33]([CH3:34])([CH3:35])[CH3:36])=[O:31])[CH2:26][CH2:25]4)=[O:23])[S:20][C:16]=3[CH:15]=2)[CH:10]=1)[CH2:7][CH2:6][CH2:5][CH2:4][CH2:3][CH2:2][CH3:1].